This data is from Reaction yield outcomes from USPTO patents with 853,638 reactions. The task is: Predict the reaction yield, written as a fraction of the theoretical maximum amount of product (1.0 means a 100% yield; for example, 0.34 means a 34% yield). (1) The reactants are [C:1]([O:4][C@H:5]1[CH2:22][CH2:21][C@@:20]2([CH3:23])[CH:7]([CH:8]([OH:31])[CH2:9][C@@H:10]3[C@@H:19]2[CH2:18][CH2:17][C@@:15]2([CH3:16])[C@H:11]3[CH2:12][CH:13]=[C:14]2[S:24]([C:27]([F:30])([F:29])[F:28])(=[O:26])=[O:25])[CH2:6]1)(=[O:3])[CH3:2].S([O-])([O-])(=O)=O.[Mg+2].CN1CCOCC1. The catalyst is ClCCl.[Ru]([O-])(=O)(=O)=O.C([N+](CCC)(CCC)CCC)CC. The product is [C:1]([O:4][C@H:5]1[CH2:22][CH2:21][C@@:20]2([CH3:23])[CH:7]([C:8](=[O:31])[CH2:9][C@@H:10]3[C@@H:19]2[CH2:18][CH2:17][C@@:15]2([CH3:16])[C@H:11]3[CH2:12][CH:13]=[C:14]2[S:24]([C:27]([F:28])([F:30])[F:29])(=[O:25])=[O:26])[CH2:6]1)(=[O:3])[CH3:2]. The yield is 0.780. (2) The reactants are F[C:2]1[CH:3]=[C:4]([CH:14]=[CH:15][C:16]=1[N+:17]([O-:19])=[O:18])[O:5][CH2:6][C:7]1[CH:12]=[CH:11][C:10]([CH3:13])=[CH:9][N:8]=1.[Br:20][C:21]1[CH:28]=[CH:27][C:24]([CH2:25][NH2:26])=[CH:23][CH:22]=1.CCN(C(C)C)C(C)C. The catalyst is C(#N)C. The product is [Br:20][C:21]1[CH:28]=[CH:27][C:24]([CH2:25][NH:26][C:2]2[CH:3]=[C:4]([O:5][CH2:6][C:7]3[CH:12]=[CH:11][C:10]([CH3:13])=[CH:9][N:8]=3)[CH:14]=[CH:15][C:16]=2[N+:17]([O-:19])=[O:18])=[CH:23][CH:22]=1. The yield is 0.860.